From a dataset of hERG Central: cardiac toxicity at 1µM, 10µM, and general inhibition. Predict hERG channel inhibition at various concentrations. (1) Results: hERG_inhib (hERG inhibition (general)): blocker. The compound is CCc1ccc(NC(=O)CC2C(=O)NCCN2C(=O)c2ccc(F)cc2)cc1. (2) The compound is Fc1ccc(N2CCN(C3=Nc4cccc5cccc3c45)CC2)cc1. Results: hERG_inhib (hERG inhibition (general)): blocker. (3) Results: hERG_inhib (hERG inhibition (general)): blocker. The compound is O=C(c1cn(-c2ccccc2)nc1-c1cccnc1)N1CCN(S(=O)(=O)c2ccccc2F)CC1. (4) The drug is O=C(c1cccn2c(=O)c3ccccc3nc12)N1CCN(Cc2ccc3c(c2)OCO3)CC1. Results: hERG_inhib (hERG inhibition (general)): blocker. (5) The drug is Cc1ccc(C)c(CN2CCC(CNC(=O)Nc3ccc(Br)cc3F)CC2)c1. Results: hERG_inhib (hERG inhibition (general)): blocker. (6) The compound is COc1ccc(CN2CCCC(C(=O)c3cccc(Cl)c3)C2)cc1. Results: hERG_inhib (hERG inhibition (general)): blocker.